This data is from NCI-60 drug combinations with 297,098 pairs across 59 cell lines. The task is: Regression. Given two drug SMILES strings and cell line genomic features, predict the synergy score measuring deviation from expected non-interaction effect. Drug 1: CC1CCC2CC(C(=CC=CC=CC(CC(C(=O)C(C(C(=CC(C(=O)CC(OC(=O)C3CCCCN3C(=O)C(=O)C1(O2)O)C(C)CC4CCC(C(C4)OC)OCCO)C)C)O)OC)C)C)C)OC. Drug 2: C(CC(=O)O)C(=O)CN.Cl. Cell line: LOX IMVI. Synergy scores: CSS=25.2, Synergy_ZIP=-7.10, Synergy_Bliss=-3.23, Synergy_Loewe=-4.21, Synergy_HSA=-0.737.